From a dataset of Full USPTO retrosynthesis dataset with 1.9M reactions from patents (1976-2016). Predict the reactants needed to synthesize the given product. (1) Given the product [C:41]([O:45][C:46]([N:48]1[CH2:49][CH2:50][N:51]([C:54]2[C:55]([O:60][CH2:61][CH2:62][O:1][C:2]3[CH:9]=[CH:8][CH:7]=[C:4]([CH:5]=[O:6])[CH:3]=3)=[N:56][CH:57]=[CH:58][N:59]=2)[CH2:52][CH2:53]1)=[O:47])([CH3:44])([CH3:43])[CH3:42], predict the reactants needed to synthesize it. The reactants are: [OH:1][C:2]1[CH:3]=[C:4]([CH:7]=[CH:8][CH:9]=1)[CH:5]=[O:6].C1(P(C2C=CC=CC=2)C2C=CC=CC=2)C=CC=CC=1.N(C(OCC)=O)=NC(OCC)=O.[C:41]([O:45][C:46]([N:48]1[CH2:53][CH2:52][N:51]([C:54]2[C:55]([O:60][CH2:61][CH2:62]O)=[N:56][CH:57]=[CH:58][N:59]=2)[CH2:50][CH2:49]1)=[O:47])([CH3:44])([CH3:43])[CH3:42]. (2) The reactants are: [H-].[Na+].[Br:3][C:4]1[CH:9]=[CH:8][C:7]([C:10]2[O:11][C:12]([CH3:17])=[C:13]([CH2:15]I)[N:14]=2)=[CH:6][CH:5]=1.[OH:18][CH:19]1[CH2:24][CH2:23][CH2:22][CH:21]([O:25][CH2:26][C:27]2[CH:36]=[CH:35][CH:34]=[C:33]([CH3:37])[C:28]=2[C:29]([O:31][CH3:32])=[O:30])[CH2:20]1.C(OC)(C)(C)C. Given the product [Br:3][C:4]1[CH:9]=[CH:8][C:7]([C:10]2[O:11][C:12]([CH3:17])=[C:13]([CH2:15][O:18][CH:19]3[CH2:24][CH2:23][CH2:22][CH:21]([O:25][CH2:26][C:27]4[CH:36]=[CH:35][CH:34]=[C:33]([CH3:37])[C:28]=4[C:29]([O:31][CH3:32])=[O:30])[CH2:20]3)[N:14]=2)=[CH:6][CH:5]=1, predict the reactants needed to synthesize it. (3) Given the product [C:25]([O:29][C:30]([N:32]1[CH2:37][CH2:36][CH:35]([CH2:38][O:23][C:13]2[C:14]3[C:19](=[CH:18][CH:17]=[CH:16][CH:15]=3)[C:20]([Cl:22])=[CH:21][C:12]=2[C:10](=[O:11])[NH:9][C:5]([C:4]([O:3][CH2:1][CH3:2])=[O:24])([CH3:8])[CH2:6][CH3:7])[CH2:34][CH2:33]1)=[O:31])([CH3:28])([CH3:26])[CH3:27], predict the reactants needed to synthesize it. The reactants are: [CH2:1]([O:3][C:4](=[O:24])[C:5]([NH:9][C:10]([C:12]1[CH:21]=[C:20]([Cl:22])[C:19]2[C:14](=[CH:15][CH:16]=[CH:17][CH:18]=2)[C:13]=1[OH:23])=[O:11])([CH3:8])[CH2:6][CH3:7])[CH3:2].[C:25]([O:29][C:30]([N:32]1[CH2:37][CH2:36][CH:35]([CH2:38]O)[CH2:34][CH2:33]1)=[O:31])([CH3:28])([CH3:27])[CH3:26].C1(P(C2C=CC=CC=2)C2C=CC=CC=2)C=CC=CC=1.CC(OC(/N=N/C(OC(C)C)=O)=O)C. (4) Given the product [Cl:12][C:11]1[N:10]=[C:17]([Cl:18])[N:16]=[C:14]([CH2:1][CH3:2])[N:13]=1, predict the reactants needed to synthesize it. The reactants are: [CH2:1]([Mg]Br)[CH3:2].CCOCC.[N:10]1[C:17]([Cl:18])=[N:16][C:14](Cl)=[N:13][C:11]=1[Cl:12]. (5) The reactants are: [Cl:1][C:2]1[CH:3]=[C:4]([OH:9])[CH:5]=[CH:6][C:7]=1[Cl:8].[C:10](Cl)(=[O:12])[CH3:11].[Cl-].[Cl-].[Cl-].[Al+3]. Given the product [Cl:1][C:2]1[C:7]([Cl:8])=[CH:6][C:5]([C:10](=[O:12])[CH3:11])=[C:4]([OH:9])[CH:3]=1, predict the reactants needed to synthesize it. (6) Given the product [CH3:1]/[C:2](/[CH2:38][CH2:39][CH:40]=[CH2:41])=[CH:3]/[C:4]([O:6][C@@H:7]1[CH2:12][C@@H:11]([CH2:13][CH2:14][C:15]2[CH:16]=[CH:17][CH:18]=[CH:19][CH:20]=2)[O:10][C@@:9]([OH:36])([C@@H:21]2[CH2:25][S:24][C:23](=[O:26])[NH:22]2)[CH2:8]1)=[O:5], predict the reactants needed to synthesize it. The reactants are: [CH3:1]/[C:2](/[CH2:38][CH2:39][CH:40]=[CH2:41])=[CH:3]/[C:4]([O:6][C@@H:7]1[CH2:12][C@@H:11]([CH2:13][CH2:14][C:15]2[CH:20]=[CH:19][CH:18]=[CH:17][CH:16]=2)[O:10][C@@:9]([O:36]C)([C@@H:21]2[CH2:25][S:24][C:23](=[O:26])[N:22]2CC2C=CC(OC)=CC=2)[CH2:8]1)=[O:5].CO[C@]1([C@@H]2CSC(=O)N2CC2C=CC(OC)=CC=2)C[C@H]2C[C@@H](CCCC=CCCC(C)=CC(=O)O2)O1. (7) Given the product [CH:1]1([O:5][C:6]2[C:15]([C:16]3[CH:20]=[N:19][N:18]([CH:38]4[CH2:43][CH2:42][NH:41][C:40](=[O:51])[CH2:39]4)[CH:17]=3)=[CH:14][CH:13]=[C:12]3[C:7]=2[CH2:8][CH2:9][C@H:10]([CH3:25])[N:11]3[C:21]([O:23][CH3:24])=[O:22])[CH2:2][CH2:3][CH2:4]1, predict the reactants needed to synthesize it. The reactants are: [CH:1]1([O:5][C:6]2[C:15]([C:16]3[CH:17]=[N:18][NH:19][CH:20]=3)=[CH:14][CH:13]=[C:12]3[C:7]=2[CH2:8][CH2:9][C@H:10]([CH3:25])[N:11]3[C:21]([O:23][CH3:24])=[O:22])[CH2:4][CH2:3][CH2:2]1.CN(C)C=O.[H-].[Na+].CS(O[CH:38]1[CH2:43][CH2:42][N:41](C(OC(C)(C)C)=O)[C:40](=[O:51])[CH2:39]1)(=O)=O. (8) Given the product [Cl:1][C:2]1[CH:3]=[C:4]([CH2:17][N:18]2[C:22]([CH3:23])=[CH:21][C:20]([C:24]([NH:35][C:32]3[CH:31]=[CH:30][C:29]([CH:27]=[CH2:28])=[CH:34][N:33]=3)=[O:25])=[N:19]2)[C:5]2[O:9][C:8]([C:10]3[CH:11]=[CH:12][CH:13]=[CH:14][CH:15]=3)=[CH:7][C:6]=2[CH:16]=1, predict the reactants needed to synthesize it. The reactants are: [Cl:1][C:2]1[CH:3]=[C:4]([CH2:17][N:18]2[C:22]([CH3:23])=[CH:21][C:20]([C:24](Cl)=[O:25])=[N:19]2)[C:5]2[O:9][C:8]([C:10]3[CH:15]=[CH:14][CH:13]=[CH:12][CH:11]=3)=[CH:7][C:6]=2[CH:16]=1.[CH:27]([C:29]1[CH:30]=[CH:31][C:32]([NH2:35])=[N:33][CH:34]=1)=[CH2:28].CCN(CC)CC. (9) Given the product [NH:18]1[C:26]2[C:21](=[C:22]([C:2]3[N:7]=[C:6]([CH2:8][N:9]([CH3:11])[CH3:10])[CH:5]=[C:4]([N:12]4[CH2:17][CH2:16][O:15][CH2:14][CH2:13]4)[N:3]=3)[CH:23]=[CH:24][CH:25]=2)[CH:20]=[CH:19]1, predict the reactants needed to synthesize it. The reactants are: Cl[C:2]1[N:7]=[C:6]([CH2:8][N:9]([CH3:11])[CH3:10])[CH:5]=[C:4]([N:12]2[CH2:17][CH2:16][O:15][CH2:14][CH2:13]2)[N:3]=1.[NH:18]1[C:26]2[CH:25]=[CH:24][CH:23]=[C:22](B(O)O)[C:21]=2[CH:20]=[CH:19]1. (10) Given the product [O:12]=[C:7]1[CH2:6][CH2:5][C:4]2[C:9](=[CH:10][CH:11]=[C:2]([O:1][CH2:20][C:21]([O:23][CH2:24][CH3:25])=[O:22])[CH:3]=2)[NH:8]1, predict the reactants needed to synthesize it. The reactants are: [OH:1][C:2]1[CH:3]=[C:4]2[C:9](=[CH:10][CH:11]=1)[NH:8][C:7](=[O:12])[CH2:6][CH2:5]2.C(=O)([O-])[O-].[K+].[K+].Br[CH2:20][C:21]([O:23][CH2:24][CH3:25])=[O:22].